From a dataset of Peptide-MHC class I binding affinity with 185,985 pairs from IEDB/IMGT. Regression. Given a peptide amino acid sequence and an MHC pseudo amino acid sequence, predict their binding affinity value. This is MHC class I binding data. (1) The peptide sequence is PVVCSMEYK. The MHC is HLA-A33:01 with pseudo-sequence HLA-A33:01. The binding affinity (normalized) is 0.149. (2) The peptide sequence is GLLECCARCLV. The MHC is HLA-A02:01 with pseudo-sequence HLA-A02:01. The binding affinity (normalized) is 0.578. (3) The peptide sequence is SKRMRVDII. The MHC is HLA-B08:01 with pseudo-sequence HLA-B08:01. The binding affinity (normalized) is 0.167. (4) The peptide sequence is VAEMDGIQY. The MHC is HLA-A24:02 with pseudo-sequence HLA-A24:02. The binding affinity (normalized) is 0. (5) The peptide sequence is RFWDLVHRER. The MHC is HLA-A33:01 with pseudo-sequence HLA-A33:01. The binding affinity (normalized) is 0.724. (6) The peptide sequence is GFAIPIILK. The MHC is HLA-A02:12 with pseudo-sequence HLA-A02:12. The binding affinity (normalized) is 0.0847. (7) The peptide sequence is KVGYFQHGA. The MHC is HLA-A23:01 with pseudo-sequence HLA-A23:01. The binding affinity (normalized) is 0.0847. (8) The binding affinity (normalized) is 0. The MHC is HLA-A24:02 with pseudo-sequence HLA-A24:02. The peptide sequence is PVYQVNNLE.